Task: Predict the product of the given reaction.. Dataset: Forward reaction prediction with 1.9M reactions from USPTO patents (1976-2016) (1) Given the reactants [F:1][C:2]([F:29])([F:28])[C:3]1[CH:8]=[C:7]([O:9][CH2:10][C:11]2[S:12][C:13]3[CH:19]=[C:18]([CH2:20][OH:21])[CH2:17][CH2:16][C:14]=3[CH:15]=2)[CH:6]=[CH:5][C:4]=1[C:22]1[CH:27]=[CH:26][CH:25]=[CH:24][CH:23]=1.C1C=C[NH+]=CC=1.C1C=C[NH+]=CC=1.[O-][Cr](O[Cr]([O-])(=O)=O)(=O)=O, predict the reaction product. The product is: [F:28][C:2]([F:1])([F:29])[C:3]1[CH:8]=[C:7]([O:9][CH2:10][C:11]2[S:12][C:13]3[CH:19]=[C:18]([CH:20]=[O:21])[CH2:17][CH2:16][C:14]=3[CH:15]=2)[CH:6]=[CH:5][C:4]=1[C:22]1[CH:27]=[CH:26][CH:25]=[CH:24][CH:23]=1. (2) Given the reactants [NH2:1][C:2]1[N:7]=[CH:6][C:5]([C:8]#[C:9][C:10]2[C:11]([CH2:26][CH3:27])=[N:12][CH:13]=[CH:14][C:15]=2[C:16]2[CH:24]=[CH:23][C:19]([C:20]([OH:22])=O)=[C:18]([F:25])[CH:17]=2)=[CH:4][CH:3]=1.[CH2:28]([N:30]1[CH2:35][CH2:34][NH:33][CH2:32][CH2:31]1)[CH3:29].CN(C(ON1N=NC2C=CC=NC1=2)=[N+](C)C)C.F[P-](F)(F)(F)(F)F.CCN(C(C)C)C(C)C, predict the reaction product. The product is: [NH2:1][C:2]1[N:7]=[CH:6][C:5]([C:8]#[C:9][C:10]2[C:11]([CH2:26][CH3:27])=[N:12][CH:13]=[CH:14][C:15]=2[C:16]2[CH:24]=[CH:23][C:19]([C:20]([N:33]3[CH2:34][CH2:35][N:30]([CH2:28][CH3:29])[CH2:31][CH2:32]3)=[O:22])=[C:18]([F:25])[CH:17]=2)=[CH:4][CH:3]=1. (3) Given the reactants [C:1]([C:5]1[N:6]=[C:7]([N:22]2[CH2:27][CH2:26][O:25][CH2:24][CH2:23]2)[C:8]2[N:13]=[N:12][N:11]([CH2:14][C:15]3[CH:20]=[CH:19][CH:18]=[CH:17][C:16]=3[Cl:21])[C:9]=2[N:10]=1)([CH3:4])([CH3:3])[CH3:2].C(C1N=C(Cl)C2N=NN(CC3C=CC=CC=3Cl)C=2N=1)(C)(C)C.N1CCC(=O)C1, predict the reaction product. The product is: [C:1]([C:5]1[N:6]=[C:7]([N:22]2[CH2:23][CH2:24][C:26](=[O:25])[CH2:27]2)[C:8]2[N:13]=[N:12][N:11]([CH2:14][C:15]3[CH:20]=[CH:19][CH:18]=[CH:17][C:16]=3[Cl:21])[C:9]=2[N:10]=1)([CH3:2])([CH3:3])[CH3:4]. (4) Given the reactants [N:1]([CH:4]([C:6]1[N:7]([S:21]([C:24]2[CH:29]=[CH:28][C:27]([CH3:30])=[CH:26][CH:25]=2)(=[O:23])=[O:22])[C:8]2[C:13]([C:14]=1[C:15]1[CH:20]=[CH:19][CH:18]=[CH:17][CH:16]=1)=[CH:12][CH:11]=[CH:10][CH:9]=2)[CH3:5])=[N+]=[N-], predict the reaction product. The product is: [C:15]1([C:14]2[C:13]3[C:8](=[CH:9][CH:10]=[CH:11][CH:12]=3)[N:7]([S:21]([C:24]3[CH:25]=[CH:26][C:27]([CH3:30])=[CH:28][CH:29]=3)(=[O:22])=[O:23])[C:6]=2[CH:4]([NH2:1])[CH3:5])[CH:16]=[CH:17][CH:18]=[CH:19][CH:20]=1.